This data is from Catalyst prediction with 721,799 reactions and 888 catalyst types from USPTO. The task is: Predict which catalyst facilitates the given reaction. Reactant: [NH2:1][C:2]1[C:7]([N+:8]([O-])=O)=[CH:6][N:5]=[C:4]([C:11]([NH:13][C:14]2[CH:19]=[C:18]([C:20]([F:23])([F:22])[F:21])[CH:17]=[CH:16][N:15]=2)=[O:12])[CH:3]=1. Product: [NH2:1][C:2]1[C:7]([NH2:8])=[CH:6][N:5]=[C:4]([C:11]([NH:13][C:14]2[CH:19]=[C:18]([C:20]([F:23])([F:22])[F:21])[CH:17]=[CH:16][N:15]=2)=[O:12])[CH:3]=1. The catalyst class is: 403.